From a dataset of Reaction yield outcomes from USPTO patents with 853,638 reactions. Predict the reaction yield, written as a fraction of the theoretical maximum amount of product (1.0 means a 100% yield; for example, 0.34 means a 34% yield). (1) The reactants are FC(F)(F)C(O)=O.[C:8]([C:10]1[N:11]=[CH:12][C:13]([NH:16][C:17]2[CH:22]=[C:21]([NH:23][CH:24]3[CH2:29][CH2:28][N:27](C(OC(C)(C)C)=O)[CH2:26][CH2:25]3)[C:20]([C:37]3[CH:42]=[CH:41][C:40]([O:43][CH3:44])=[CH:39][CH:38]=3)=[CH:19][N:18]=2)=[N:14][CH:15]=1)#[N:9]. The catalyst is ClCCl. The product is [CH3:44][O:43][C:40]1[CH:41]=[CH:42][C:37]([C:20]2[C:21]([NH:23][CH:24]3[CH2:29][CH2:28][NH:27][CH2:26][CH2:25]3)=[CH:22][C:17]([NH:16][C:13]3[N:14]=[CH:15][C:10]([C:8]#[N:9])=[N:11][CH:12]=3)=[N:18][CH:19]=2)=[CH:38][CH:39]=1. The yield is 0.625. (2) The reactants are [CH2:1]([S:3]([C:6]1[CH:7]=[C:8]([C:12]2[CH:17]=[C:16]([C:18]([F:21])([F:20])[F:19])[C:15]([CH3:22])=[C:14]([NH2:23])[C:13]=2[C:24]2[C:25](F)=[N:26][CH:27]=[C:28]([CH3:30])[CH:29]=2)[CH:9]=[CH:10][CH:11]=1)(=[O:5])=[O:4])[CH3:2].[CH3:32][C:33]([OH:35])=[O:34]. No catalyst specified. The product is [C:33]([OH:35])(=[O:34])[CH3:32].[CH2:1]([S:3]([C:6]1[CH:7]=[C:8]([C:12]2[CH:17]=[C:16]([C:18]([F:21])([F:20])[F:19])[C:15]([CH3:22])=[C:14]3[C:13]=2[C:24]2[CH:29]=[C:28]([CH3:30])[CH:27]=[N:26][C:25]=2[NH:23]3)[CH:9]=[CH:10][CH:11]=1)(=[O:5])=[O:4])[CH3:2]. The yield is 0.700.